This data is from Experimentally validated miRNA-target interactions with 360,000+ pairs, plus equal number of negative samples. The task is: Binary Classification. Given a miRNA mature sequence and a target amino acid sequence, predict their likelihood of interaction. (1) The miRNA is hsa-miR-124-3p with sequence UAAGGCACGCGGUGAAUGCCAA. The protein sequence of the target gene is MSLVEAISLWNEGVLAADKKDWKGALDAFSAVQDPHSRICFNIGCMYTILKNMTEAEKAFTRSINRDKHLAVAYFQRGMLYYQTEKYDLAIKDLKEALIQLRGNQLIDYKILGLQFKLFACEVLYNIAFMYAKKEEWKKAEEQLALATSMKSEPRHSKIDKAMECVWKQKLYEPVVIPVGKLFRPNERQVAQLAKKDYLGKATVVASVVDQDSFSGFAPLQPQAAEPPPRPKTPEIFRALEGEAHRVLFGFVPETKEELQVMPGNIVFVLKKGNDNWATVMFNGQKGLVPCNYLEPVELR.... Result: 1 (interaction). (2) The miRNA is mmu-miR-669m-3p with sequence AUAUACAUCCACACAAACAUAU. The protein sequence of the target gene is MKMMLVRRFRVLILMVFLVACALHIALDLLPRLERRGARPSGEPGCSCAQPAAEVAAPGWAQVRGRPGEPPAASSAAGDAGWPNKHTLRILQDFSSDPSSNLSSHSLEKLPPAAEPAERALRGRDPGALRPHDPAHRPLLRDPGPRRSESPPGPGGDASLLARLFEHPLYRVAVPPLTEEDVLFNVNSDTRLSPKAAENPDWPHAGAEGAEFLSPGEAAVDSYPNWLKFHIGINRYELYSRHNPAIEALLHDLSSQRITSVAMKSGGTQLKLIMTFQNYGQALFKPMKQTREQETPPDFF.... Result: 0 (no interaction). (3) The miRNA is rno-miR-106b-5p with sequence UAAAGUGCUGACAGUGCAGAU. The protein sequence of the target gene is MDTSTNLDIGAQLIVEECPSTYSLTGMPDIKIEHPLDPNSEEGSAQGVAMGMKFILPNRFDMNVCSRFVKSLNEEDSKNIQDQVNSDLEVASVLFKAECNIHTSPSPGIQVRHVYTPSTTKHFSPIKQSTTLTNKHRGNEVSTTPLLANSLSVHQLAAQGEMLYLATRIEQENVINHTDEEGFTPLMWAAAHGQIAVVEFLLQNGADPQLLGKGRESALSLACSKGYTDIVKMLLDCGVDVNEYDWNGGTPLLYAVHGNHVKCVKMLLESGADPTIETDSGYNSMDLAVALGYRSVQQVI.... Result: 0 (no interaction). (4) The miRNA is hsa-miR-6810-5p with sequence AUGGGGACAGGGAUCAGCAUGGC. The protein sequence of the target gene is MVADIKGNEQIEKYSWREACDTGSSRMDRKHGKYILNVEHSENQPPITHPNDQEAHSSICWCLPSNDITSDVSPNLTGVCVNPGILAHSRCLQSESCNTQVKEYCRNDWSMWKVFLACLLACVIMTAIGVLIICLVNNKGSANSSIVIQLSTNDGECVTVKPGTPSPACPPTMTTTSTVPASTATESTTSTATAATTSTEPITVAPTDHL. Result: 1 (interaction). (5) The miRNA is hsa-miR-7108-3p with sequence ACCCGCCCGUCUCCCCACAG. The protein sequence of the target gene is MAMWNRPCQRLPQQPLVAEPTAEGEPHLPTGRELTEANRFAYAALCGISLSQLFPEPEHSSFCTEFMAGLVQWLELSEAVLPTMTAFASGLGGEGADVFVQILLKDPILKDDPTVITQDLLSFSLKDGHYDARARVLVCHMTSLLQVPLEELDVLEEMFLESLKEIKEEESEMAEASRKKKENRRKWKRYLLIGLATVGGGTVIGVTGGLAAPLVAAGAATIIGSAGAAALGSAAGIAIMTSLFGAAGAGLTGYKMKKRVGAIEEFTFLPLTEGRQLHITIAVTGWLASGKYRTFSAPWA.... Result: 0 (no interaction). (6) The miRNA is hsa-miR-3617-5p with sequence AAAGACAUAGUUGCAAGAUGGG. The protein sequence of the target gene is MLTDPDLPQEFERMSSKRPASPYGETDGEVAMVTSRQKVEEEESERLPAFHLPLHVSFPNKPHSEEFQPVSLLTQETCGPRTPTVQHNTMEVDGNKVMSSLSPYNSSTSPQKAEEGGRQSGESVSSAALGTPERRKGSLADVVDTLKQRKMEELIKNEPEDTPSIEKLLSKDWKDKLLAMGSGNFGEIKGTPESLAEKERQLMGMINQLTSLREQLLAAHDEQKKLAASQIEKQRQQMELAKQQQEQIARQQQQLLQQQHKINLLQQQIQVQGQLPPLMIPVFPPDQRTLAAAAQQGFLL.... Result: 0 (no interaction).